From a dataset of Full USPTO retrosynthesis dataset with 1.9M reactions from patents (1976-2016). Predict the reactants needed to synthesize the given product. (1) Given the product [CH3:3][O:11][C:7]([C@@H:18]1[CH2:19][C@H:17]1[C:16]1[CH:22]=[CH:23][CH:24]=[C:14]([Cl:13])[CH:15]=1)=[O:8], predict the reactants needed to synthesize it. The reactants are: [N+](=[CH2:3])=[N-].N(N(C)[C:7](N)=[O:8])=O.[OH-:11].[K+].[Cl:13][C:14]1[CH:15]=[C:16]([CH:22]=[CH:23][CH:24]=1)[CH:17]=[CH:18][C:19](O)=O. (2) Given the product [F:19][C:2]1[C:11]2[CH:10]=[C:9]([F:12])[C:8]([O:13][CH3:14])=[CH:7][C:6]=2[C:5]2[CH2:15][CH2:16][CH2:17][O:18][C:4]=2[N:3]=1, predict the reactants needed to synthesize it. The reactants are: Cl[C:2]1[C:11]2[CH:10]=[C:9]([F:12])[C:8]([O:13][CH3:14])=[CH:7][C:6]=2[C:5]2[CH2:15][CH2:16][CH2:17][O:18][C:4]=2[N:3]=1.[F-:19].[Cs+].CS(C)=O. (3) Given the product [NH2:1][C:2]1[N:7]=[C:6]([S:25][CH3:24])[N:5]=[C:4]([O:9][CH2:10][C:11]([NH:13][C:14]2[CH:19]=[CH:18][CH:17]=[C:16]([C:20]([F:23])([F:22])[F:21])[CH:15]=2)=[O:12])[N:3]=1, predict the reactants needed to synthesize it. The reactants are: [NH2:1][C:2]1[N:7]=[C:6](Cl)[N:5]=[C:4]([O:9][CH2:10][C:11]([NH:13][C:14]2[CH:19]=[CH:18][CH:17]=[C:16]([C:20]([F:23])([F:22])[F:21])[CH:15]=2)=[O:12])[N:3]=1.[CH3:24][S-:25].[Na+]. (4) Given the product [CH:59]1[C:60]2[C:65](=[CH:64][CH:63]=[CH:62][CH:61]=2)[CH:66]=[CH:67][C:58]=1[C@@H:56]([N:52]1[CH2:51][CH2:50][C:49]2([CH2:68][CH2:69][C:46](=[O:45])[CH2:47][CH2:48]2)[O:54][C:53]1=[O:55])[CH3:57], predict the reactants needed to synthesize it. The reactants are: CC1(C)COC2(CCC(CCN[C@H](C3C=CC4C(=CC=CC=4)C=3)C)(O)CC2)OC1.ClC(Cl)(OC(=O)OC(Cl)(Cl)Cl)Cl.CC1(C)CO[C:46]2([CH2:69][CH2:68][C:49]3([O:54][C:53](=[O:55])[N:52]([C@H:56]([C:58]4[CH:67]=[CH:66][C:65]5[C:60](=[CH:61][CH:62]=[CH:63][CH:64]=5)[CH:59]=4)[CH3:57])[CH2:51][CH2:50]3)[CH2:48][CH2:47]2)[O:45]C1. (5) Given the product [F:1][C:2]1[N:7]=[CH:6][C:5]([C:8]2[N:17]=[C:16]3[C:11]([CH:12]=[C:13]([C:22]([OH:24])=[O:23])[C:14]([C:18]([F:21])([F:19])[F:20])=[N:15]3)=[CH:10][CH:9]=2)=[CH:4][CH:3]=1, predict the reactants needed to synthesize it. The reactants are: [F:1][C:2]1[N:7]=[CH:6][C:5]([C:8]2[N:17]=[C:16]3[C:11]([CH:12]=[C:13]([C:22]([O:24]CC)=[O:23])[C:14]([C:18]([F:21])([F:20])[F:19])=[N:15]3)=[CH:10][CH:9]=2)=[CH:4][CH:3]=1.O.O.[OH-].[Li+].Cl.